Dataset: Peptide-MHC class I binding affinity with 185,985 pairs from IEDB/IMGT. Task: Regression. Given a peptide amino acid sequence and an MHC pseudo amino acid sequence, predict their binding affinity value. This is MHC class I binding data. The MHC is HLA-A26:01 with pseudo-sequence HLA-A26:01. The peptide sequence is QLQSPGVADY. The binding affinity (normalized) is 0.173.